This data is from Forward reaction prediction with 1.9M reactions from USPTO patents (1976-2016). The task is: Predict the product of the given reaction. Given the reactants Br[C:2]1[CH:7]=[CH:6][C:5]([C:8]2[NH:12][C:11]3[CH:13]=[C:14]([S:17]([CH3:20])(=[O:19])=[O:18])[CH:15]=[CH:16][C:10]=3[N:9]=2)=[CH:4][CH:3]=1.[OH:21][C:22]1[CH:27]=[CH:26][C:25](B(O)O)=[CH:24][CH:23]=1, predict the reaction product. The product is: [CH3:20][S:17]([C:14]1[CH:15]=[CH:16][C:10]2[N:9]=[C:8]([C:5]3[CH:6]=[CH:7][C:2]([C:25]4[CH:26]=[CH:27][C:22]([OH:21])=[CH:23][CH:24]=4)=[CH:3][CH:4]=3)[NH:12][C:11]=2[CH:13]=1)(=[O:19])=[O:18].